From a dataset of Reaction yield outcomes from USPTO patents with 853,638 reactions. Predict the reaction yield, written as a fraction of the theoretical maximum amount of product (1.0 means a 100% yield; for example, 0.34 means a 34% yield). (1) The reactants are [Br:1][C:2]1[CH:7]=[CH:6][C:5]([S:8]([NH:11][CH:12]2[CH2:16][C:15](=[O:17])[NH:14][CH2:13]2)(=[O:10])=[O:9])=[C:4]([CH2:18][CH3:19])[CH:3]=1.C1C(=O)N([Br:27])C(=O)C1.CC(N=NC(C#N)(C)C)(C#N)C. The catalyst is C(Cl)(Cl)(Cl)Cl. The product is [Br:1][C:2]1[CH:7]=[CH:6][C:5]([S:8]([NH:11][CH:12]2[CH2:16][C:15](=[O:17])[NH:14][CH2:13]2)(=[O:10])=[O:9])=[C:4]([CH:18]([Br:27])[CH3:19])[CH:3]=1. The yield is 0.790. (2) The product is [NH2:30][C:31]1[S:35][C:34]([C:36]2[C:41]([F:42])=[CH:40][CH:39]=[CH:38][C:37]=2[F:43])=[N:33][C:32]=1[C:44]([NH:1][C:2]1[CH:3]=[N:4][N:5]([CH3:22])[C:6]=1[N:7]1[CH2:12][CH2:11][NH:10][CH2:9][C@@H:8]1[CH2:20][CH3:21])=[O:45]. The yield is 0.190. The reactants are [NH2:1][C:2]1[CH:3]=[N:4][N:5]([CH3:22])[C:6]=1[N:7]1[CH2:12][CH2:11][N:10](C(OC(C)(C)C)=O)[CH2:9][C@@H:8]1[CH2:20][CH3:21].C(OC([NH:30][C:31]1[S:35][C:34]([C:36]2[C:41]([F:42])=[CH:40][CH:39]=[CH:38][C:37]=2[F:43])=[N:33][C:32]=1[C:44](O)=[O:45])=O)(C)(C)C. No catalyst specified.